From a dataset of Forward reaction prediction with 1.9M reactions from USPTO patents (1976-2016). Predict the product of the given reaction. (1) Given the reactants [CH3:1][S:2](Cl)(=[O:4])=[O:3].[CH3:6][S:7][CH:8]1[N:13](C)[C:12](O)=[C:11]([Br:16])[CH:10]=[N:9]1.[CH3:17]CN(CC)CC, predict the reaction product. The product is: [Br:16][C:11]1[C:10]([CH2:1][S:2]([CH3:17])(=[O:4])=[O:3])=[N:9][C:8]([S:7][CH3:6])=[N:13][CH:12]=1. (2) Given the reactants [CH3:1][C:2]1([CH3:20])[C:10]2[C:5](=[CH:6][CH:7]=[CH:8][CH:9]=2)[N:4]([C:11]2[C:16]([N+:17]([O-])=O)=[CH:15][CH:14]=[CH:13][N:12]=2)[CH2:3]1, predict the reaction product. The product is: [CH3:1][C:2]1([CH3:20])[C:10]2[C:5](=[CH:6][CH:7]=[CH:8][CH:9]=2)[N:4]([C:11]2[C:16]([NH2:17])=[CH:15][CH:14]=[CH:13][N:12]=2)[CH2:3]1. (3) Given the reactants [Cl-].[CH3:2][O:3][CH2:4][P+](C1C=CC=CC=1)(C1C=CC=CC=1)C1C=CC=CC=1.O1CCCC1.[H-].[Na+].[C:31]1([C:37](=O)[C:38]([O:40][CH2:41][CH3:42])=[O:39])[CH:36]=[CH:35][CH:34]=[CH:33][CH:32]=1, predict the reaction product. The product is: [CH3:2][O:3][CH:4]=[C:37]([C:31]1[CH:36]=[CH:35][CH:34]=[CH:33][CH:32]=1)[C:38]([O:40][CH2:41][CH3:42])=[O:39].